Dataset: Catalyst prediction with 721,799 reactions and 888 catalyst types from USPTO. Task: Predict which catalyst facilitates the given reaction. Reactant: [N+:1]([C:4]1[CH:9]=[CH:8][C:7]([N:10]2[CH2:16][CH2:15][CH2:14][NH:13][CH2:12][CH2:11]2)=[CH:6][CH:5]=1)([O-:3])=[O:2].[CH3:17][S:18]([CH:21]=[CH2:22])(=[O:20])=[O:19]. Product: [CH3:17][S:18]([CH2:21][CH2:22][N:13]1[CH2:14][CH2:15][CH2:16][N:10]([C:7]2[CH:6]=[CH:5][C:4]([N+:1]([O-:3])=[O:2])=[CH:9][CH:8]=2)[CH2:11][CH2:12]1)(=[O:20])=[O:19]. The catalyst class is: 5.